From a dataset of Reaction yield outcomes from USPTO patents with 853,638 reactions. Predict the reaction yield, written as a fraction of the theoretical maximum amount of product (1.0 means a 100% yield; for example, 0.34 means a 34% yield). (1) The reactants are [C:1]([O:5][C:6](=[O:15])[CH2:7]/[N:8]=[CH:9]/[CH2:10][C:11]([CH3:14])([CH3:13])[CH3:12])([CH3:4])([CH3:3])[CH3:2].[Cl:16][C:17]1[C:18]([F:34])=[C:19](/[CH:23]=[C:24](/[C:27]2[CH:32]=[CH:31][C:30]([F:33])=[CH:29][CH:28]=2)\[C:25]#[N:26])[CH:20]=[CH:21][CH:22]=1.C(N(CC)CC)C. The catalyst is ClCCl. The product is [C:1]([O:5][C:6]([CH:7]1[CH:23]([C:19]2[CH:20]=[CH:21][CH:22]=[C:17]([Cl:16])[C:18]=2[F:34])[C:24]([C:25]#[N:26])([C:27]2[CH:32]=[CH:31][C:30]([F:33])=[CH:29][CH:28]=2)[CH:9]([CH2:10][C:11]([CH3:14])([CH3:13])[CH3:12])[NH:8]1)=[O:15])([CH3:4])([CH3:3])[CH3:2]. The yield is 0.720. (2) The reactants are [I:1][C:2]1[CH:3]=[C:4]([N+:28]([O-])=O)[C:5]([NH:8][CH2:9][C:10]2[CH:15]=[CH:14][C:13]([O:16][CH2:17][C:18]3[CH:19]=[N:20][C:21]([O:24][CH3:25])=[CH:22][CH:23]=3)=[C:12]([O:26][CH3:27])[CH:11]=2)=[N:6][CH:7]=1. The catalyst is C(O)(=O)C.C(OCC)(=O)C.[Fe]. The product is [I:1][C:2]1[CH:3]=[C:4]([NH2:28])[C:5]([NH:8][CH2:9][C:10]2[CH:15]=[CH:14][C:13]([O:16][CH2:17][C:18]3[CH:19]=[N:20][C:21]([O:24][CH3:25])=[CH:22][CH:23]=3)=[C:12]([O:26][CH3:27])[CH:11]=2)=[N:6][CH:7]=1. The yield is 0.840. (3) The reactants are Br[C:2]1[O:3][C:4]2[CH:11]=[CH:10][CH:9]=[CH:8][C:5]=2[C:6]=1[Br:7].CN([CH:15]=[O:16])C.O.O.C(O)(=O)C(O)=O. The catalyst is CCOCC.O.CCOC(C)=O. The product is [Br:7][C:6]1[C:5]2[CH:8]=[CH:9][CH:10]=[CH:11][C:4]=2[O:3][C:2]=1[CH:15]=[O:16]. The yield is 0.560.